From a dataset of Peptide-MHC class II binding affinity with 134,281 pairs from IEDB. Regression. Given a peptide amino acid sequence and an MHC pseudo amino acid sequence, predict their binding affinity value. This is MHC class II binding data. (1) The peptide sequence is TVLAFPAGVCPTIGV. The MHC is DRB1_1001 with pseudo-sequence DRB1_1001. The binding affinity (normalized) is 0.369. (2) The peptide sequence is FDPYGATISATPKSA. The MHC is HLA-DQA10501-DQB10301 with pseudo-sequence HLA-DQA10501-DQB10301. The binding affinity (normalized) is 0.886. (3) The peptide sequence is MSGPMQQLTQPLQQL. The MHC is DRB1_0404 with pseudo-sequence DRB1_0404. The binding affinity (normalized) is 0.535. (4) The peptide sequence is AACTAGTTVYGAFAA. The MHC is HLA-DQA10102-DQB10602 with pseudo-sequence HLA-DQA10102-DQB10602. The binding affinity (normalized) is 0.813. (5) The peptide sequence is IIEECEHLEDGIYGI. The MHC is HLA-DQA10601-DQB10402 with pseudo-sequence HLA-DQA10601-DQB10402. The binding affinity (normalized) is 0. (6) The peptide sequence is KIIGGIGGFIKVRQYDQIPI. The MHC is DRB1_0401 with pseudo-sequence DRB1_0401. The binding affinity (normalized) is 0.0837. (7) The peptide sequence is YDKTLANVSTVLTGK. The MHC is DRB1_0701 with pseudo-sequence DRB1_0701. The binding affinity (normalized) is 0.525. (8) The peptide sequence is HCNEMSWIQSIPFVH. The MHC is DRB1_0401 with pseudo-sequence DRB1_0401. The binding affinity (normalized) is 0.181. (9) The peptide sequence is GHAYLLLPNTESARK. The MHC is DRB1_1101 with pseudo-sequence DRB1_1101. The binding affinity (normalized) is 0.642.